The task is: Predict the product of the given reaction.. This data is from Forward reaction prediction with 1.9M reactions from USPTO patents (1976-2016). (1) Given the reactants [O:1]1[CH:6]=[CH:5][CH2:4][CH2:3][CH2:2]1.C12(CS(O)(=O)=O)C(C)(C)C(CC1)CC2=O.[Cl:22][C:23]1[C:28]2[C:29]([CH:32]([CH3:34])[CH3:33])=[N:30][NH:31][C:27]=2[CH:26]=[CH:25][N:24]=1, predict the reaction product. The product is: [Cl:22][C:23]1[C:28]2[C:29]([CH:32]([CH3:34])[CH3:33])=[N:30][N:31]([CH:6]3[CH2:5][CH2:4][CH2:3][CH2:2][O:1]3)[C:27]=2[CH:26]=[CH:25][N:24]=1. (2) Given the reactants [NH2:1][C:2]1[CH:9]=[CH:8][CH:7]=[C:6]([O:10][CH2:11][CH2:12][CH2:13][CH2:14][O:15][Si](C(C)(C)C)(C)C)[C:3]=1[C:4]#[N:5].[S:23](Cl)(=[O:26])(=[O:25])[NH2:24], predict the reaction product. The product is: [S:23](=[O:26])(=[O:25])([O:15][CH2:14][CH2:13][CH2:12][CH2:11][O:10][C:6]1[CH:7]=[CH:8][CH:9]=[C:2]([NH:1][S:23](=[O:26])(=[O:25])[NH2:24])[C:3]=1[C:4]#[N:5])[NH2:24]. (3) Given the reactants [OH:1][C@H:2]1[CH2:7][CH2:6][C@H:5]([NH:8][C:9]2[CH:17]=[C:16]([N:18]3[C:26]4[CH2:25][C:24]([CH3:28])([CH3:27])[CH2:23][C:22](=[O:29])[C:21]=4[C:20]([CH3:30])=[CH:19]3)[CH:15]=[CH:14][C:10]=2[C:11]([NH2:13])=[O:12])[CH2:4][CH2:3]1.CC(OI1(OC(C)=O)(OC(C)=O)OC(=O)C2C=CC=CC1=2)=O, predict the reaction product. The product is: [O:1]=[C:2]1[CH2:3][CH2:4][CH:5]([NH:8][C:9]2[CH:17]=[C:16]([N:18]3[C:26]4[CH2:25][C:24]([CH3:27])([CH3:28])[CH2:23][C:22](=[O:29])[C:21]=4[C:20]([CH3:30])=[CH:19]3)[CH:15]=[CH:14][C:10]=2[C:11]([NH2:13])=[O:12])[CH2:6][CH2:7]1.